From a dataset of Full USPTO retrosynthesis dataset with 1.9M reactions from patents (1976-2016). Predict the reactants needed to synthesize the given product. (1) Given the product [Br:1][C:2]1[CH:7]=[N+:6]([O-:16])[CH:5]=[C:4]2[NH:8][CH:9]=[CH:10][C:3]=12, predict the reactants needed to synthesize it. The reactants are: [Br:1][C:2]1[CH:7]=[N:6][CH:5]=[C:4]2[NH:8][CH:9]=[CH:10][C:3]=12.ClC1C=C(C=CC=1)C(OO)=[O:16]. (2) Given the product [C:11]([NH:10][S:9]([C:6]1[CH:7]=[CH:8][C:3]([O:2][CH3:1])=[C:4]([C:21]2[C:26]([O:27][CH3:28])=[C:25]([CH:29]=[O:30])[CH:24]=[C:23]([C:31]([CH3:36])([CH3:35])[C:32]([O:34][CH3:37])=[O:33])[CH:22]=2)[CH:5]=1)(=[O:16])=[O:15])([CH3:14])([CH3:13])[CH3:12], predict the reactants needed to synthesize it. The reactants are: [CH3:1][O:2][C:3]1[CH:8]=[CH:7][C:6]([S:9](=[O:16])(=[O:15])[NH:10][C:11]([CH3:14])([CH3:13])[CH3:12])=[CH:5][C:4]=1B(O)O.Br[C:21]1[CH:22]=[C:23]([C:31]([CH3:36])([CH3:35])[C:32]([O-:34])=[O:33])[CH:24]=[C:25]([CH:29]=[O:30])[C:26]=1[O:27][CH3:28].[C:37]1(C)C=CC=CC=1.C(=O)([O-])[O-].[K+].[K+]. (3) The reactants are: [CH3:1][N:2]([CH2:4][CH:5]([C:14]1([OH:20])[CH2:19][CH2:18][CH2:17][CH2:16][CH2:15]1)[C:6]1[CH:7]=[CH:8][C:9]([O:12][CH3:13])=[CH:10][CH:11]=1)[CH3:3].Cl.ClCCl.[OH-].[Na+]. Given the product [CH3:1][N:2]([CH2:4][CH:5]([C:14]1([OH:20])[CH2:19][CH2:18][CH2:17][CH2:16][CH2:15]1)[C:6]1[CH:7]=[CH:8][C:9]([O:12][CH3:13])=[CH:10][CH:11]=1)[CH3:3], predict the reactants needed to synthesize it. (4) The reactants are: Br[C:2]1[CH:3]=[N:4][C:5]2[C:10]([CH:11]=1)=[CH:9][C:8]([CH2:12][OH:13])=[CH:7][CH:6]=2.[CH3:14][N:15](C=O)C. Given the product [OH:13][CH2:12][C:8]1[CH:9]=[C:10]2[C:5](=[CH:6][CH:7]=1)[N:4]=[CH:3][C:2]([C:14]#[N:15])=[CH:11]2, predict the reactants needed to synthesize it. (5) Given the product [CH3:11][C:8]1([CH3:12])[CH2:9][CH2:10][CH:5]([N:13]([CH2:17][C:18]2[CH:23]=[CH:22][C:21]([C:31]3[CH:32]=[CH:33][CH:34]=[C:29]([C:27]([O:26][CH3:25])=[O:28])[CH:30]=3)=[CH:20][CH:19]=2)[C:14]([O:15][C:8]([CH3:11])([CH3:9])[CH3:7])=[O:16])[CH2:6][CH2:7]1, predict the reactants needed to synthesize it. The reactants are: CC([C:5]1([N:13]([CH2:17][C:18]2[CH:23]=[CH:22][C:21](Br)=[CH:20][CH:19]=2)[C:14](=[O:16])[O-:15])[CH2:10][CH2:9][C:8]([CH3:12])([CH3:11])[CH2:7][CH2:6]1)(C)C.[CH3:25][O:26][C:27]([C:29]1[CH:30]=[C:31](B(O)O)[CH:32]=[CH:33][CH:34]=1)=[O:28].